From a dataset of TCR-epitope binding with 47,182 pairs between 192 epitopes and 23,139 TCRs. Binary Classification. Given a T-cell receptor sequence (or CDR3 region) and an epitope sequence, predict whether binding occurs between them. (1) The epitope is TTLPVNVAF. The TCR CDR3 sequence is CASSLGQGIGNTIYF. Result: 0 (the TCR does not bind to the epitope). (2) The epitope is IVTDFSVIK. The TCR CDR3 sequence is CASSQDLAGVAKNIQYF. Result: 0 (the TCR does not bind to the epitope). (3) The epitope is FIAGLIAIV. The TCR CDR3 sequence is CASSYSEGGFWNEQFF. Result: 0 (the TCR does not bind to the epitope). (4) The epitope is HTDFSSEIIGY. Result: 0 (the TCR does not bind to the epitope). The TCR CDR3 sequence is CAWSVGIQNTEAFF. (5) The epitope is NYSGVVTTVMF. The TCR CDR3 sequence is CASSYGLSGNTIYF. Result: 0 (the TCR does not bind to the epitope).